Dataset: Catalyst prediction with 721,799 reactions and 888 catalyst types from USPTO. Task: Predict which catalyst facilitates the given reaction. (1) The catalyst class is: 3. Product: [CH3:13][O:14][C:15](=[O:26])[C@@H:16]([NH:25][C:4](=[O:6])[C:3]1[CH:7]=[C:8]([Cl:11])[CH:9]=[CH:10][C:2]=1[NH2:1])[CH2:17][C:18]1[CH:23]=[CH:22][C:21]([C:36]2[CH:41]=[CH:40][CH:39]=[CH:38][CH:37]=2)=[CH:20][CH:19]=1. Reactant: [NH2:1][C:2]1[CH:10]=[CH:9][C:8]([Cl:11])=[CH:7][C:3]=1[C:4]([OH:6])=O.Cl.[CH3:13][O:14][C:15](=[O:26])[C@@H:16]([NH2:25])[CH2:17][C:18]1[CH:23]=[CH:22][C:21](Br)=[CH:20][CH:19]=1.CN(C(ON1N=N[C:37]2[CH:38]=[CH:39][CH:40]=[CH:41][C:36]1=2)=[N+](C)C)C.F[P-](F)(F)(F)(F)F.CCN(C(C)C)C(C)C. (2) Reactant: [OH:1][C:2]1[CH:7]=[CH:6][C:5]([CH:8]2[CH2:13][CH2:12][N:11]([C:14]([O:16][CH2:17][C:18]3[CH:23]=[CH:22][CH:21]=[CH:20][CH:19]=3)=[O:15])[CH2:10][CH:9]2[O:24][CH2:25][C:26]2[CH:35]=[C:34]3[C:29]([CH2:30][CH2:31][C:32](=[O:41])[N:33]3[CH2:36][CH2:37][CH2:38][O:39][CH3:40])=[CH:28][CH:27]=2)=[CH:4][CH:3]=1.C1(C)C=CC(S(O[CH2:52][CH2:53][CH2:54][O:55][CH:56]([C:58]2[CH:63]=[CH:62][CH:61]=[CH:60][CH:59]=2)[CH3:57])(=O)=O)=CC=1.C(=O)([O-])[O-].[Cs+].[Cs+]. Product: [CH3:40][O:39][CH2:38][CH2:37][CH2:36][N:33]1[C:34]2[C:29](=[CH:28][CH:27]=[C:26]([CH2:25][O:24][CH:9]3[CH:8]([C:5]4[CH:6]=[CH:7][C:2]([O:1][CH2:52][CH2:53][CH2:54][O:55][CH:56]([C:58]5[CH:63]=[CH:62][CH:61]=[CH:60][CH:59]=5)[CH3:57])=[CH:3][CH:4]=4)[CH2:13][CH2:12][N:11]([C:14]([O:16][CH2:17][C:18]4[CH:19]=[CH:20][CH:21]=[CH:22][CH:23]=4)=[O:15])[CH2:10]3)[CH:35]=2)[CH2:30][CH2:31][C:32]1=[O:41]. The catalyst class is: 10. (3) Reactant: [CH3:1][C:2]1[CH:6]=[C:5]([NH2:7])[S:4][N:3]=1.C(OC(N1[C:21](=[O:22])[C:20]2[C:15](=[CH:16][CH:17]=[CH:18][CH:19]=2)[C:14]1=[O:23])=O)C. Product: [CH3:1][C:2]1[CH:6]=[C:5]([N:7]2[C:21](=[O:22])[C:20]3[C:15](=[CH:16][CH:17]=[CH:18][CH:19]=3)[C:14]2=[O:23])[S:4][N:3]=1. The catalyst class is: 11. (4) Reactant: [CH:1]1([C:4]2[C:13]([CH2:14][C:15]3[CH:20]=[CH:19][C:18]([N:21]4[CH:25]=[CH:24][CH:23]=[N:22]4)=[CH:17][CH:16]=3)=[C:12]([CH3:26])[C:11]3[C:10]([OH:27])=[CH:9][CH:8]=[C:7]([F:28])[C:6]=3[N:5]=2)[CH2:3][CH2:2]1.CN(C)C=O.C(=O)([O-])[O-].[K+].[K+].[CH3:40][O:41][C:42](=[O:46])[C@H:43](Cl)[CH3:44]. Product: [CH3:40][O:41][C:42](=[O:46])[C@@H:43]([O:27][C:10]1[CH:9]=[CH:8][C:7]([F:28])=[C:6]2[C:11]=1[C:12]([CH3:26])=[C:13]([CH2:14][C:15]1[CH:20]=[CH:19][C:18]([N:21]3[CH:25]=[CH:24][CH:23]=[N:22]3)=[CH:17][CH:16]=1)[C:4]([CH:1]1[CH2:2][CH2:3]1)=[N:5]2)[CH3:44]. The catalyst class is: 6. (5) Reactant: [N+:1]([C:4]1[CH:13]=[C:12]2[C:7]([CH2:8][CH2:9][N:10]([C:14]([O:16][C:17]([CH3:20])([CH3:19])[CH3:18])=[O:15])[CH2:11]2)=[CH:6][CH:5]=1)([O-])=O. Product: [NH2:1][C:4]1[CH:13]=[C:12]2[C:7]([CH2:8][CH2:9][N:10]([C:14]([O:16][C:17]([CH3:20])([CH3:19])[CH3:18])=[O:15])[CH2:11]2)=[CH:6][CH:5]=1. The catalyst class is: 19.